This data is from Forward reaction prediction with 1.9M reactions from USPTO patents (1976-2016). The task is: Predict the product of the given reaction. (1) Given the reactants [CH2:1]([O:3][C:4]([C:6]1[NH:7][C:8]2[C:13]([C:14]=1Br)=[CH:12][C:11]([NH:16][S:17]([C:20]1[CH:25]=[CH:24][C:23]([C:26]([CH3:29])([CH3:28])[CH3:27])=[CH:22][CH:21]=1)(=[O:19])=[O:18])=[CH:10][CH:9]=2)=[O:5])[CH3:2].[F:30][C:31]([F:42])([F:41])[C:32]1[CH:33]=[C:34](B(O)O)[CH:35]=[CH:36][CH:37]=1, predict the reaction product. The product is: [CH2:1]([O:3][C:4]([C:6]1[NH:7][C:8]2[C:13]([C:14]=1[C:36]1[CH:35]=[CH:34][CH:33]=[C:32]([C:31]([F:42])([F:41])[F:30])[CH:37]=1)=[CH:12][C:11]([NH:16][S:17]([C:20]1[CH:25]=[CH:24][C:23]([C:26]([CH3:29])([CH3:28])[CH3:27])=[CH:22][CH:21]=1)(=[O:19])=[O:18])=[CH:10][CH:9]=2)=[O:5])[CH3:2]. (2) Given the reactants [Cl:1][C:2]1[C:3]([C:22]([NH2:24])=[O:23])=[CH:4][C:5]2[N:9]=[C:8]([CH2:10][CH3:11])[N:7]([C:12]3[CH:17]=[CH:16][C:15]([CH2:18][CH2:19][OH:20])=[CH:14][CH:13]=3)[C:6]=2[CH:21]=1.C(N(CC)CC)C.[CH3:32][S:33](Cl)(=[O:35])=[O:34].O, predict the reaction product. The product is: [CH3:32][S:33]([O:20][CH2:19][CH2:18][C:15]1[CH:14]=[CH:13][C:12]([N:7]2[C:6]3[CH:21]=[C:2]([Cl:1])[C:3]([C:22]([NH2:24])=[O:23])=[CH:4][C:5]=3[N:9]=[C:8]2[CH2:10][CH3:11])=[CH:17][CH:16]=1)(=[O:35])=[O:34]. (3) Given the reactants C1(N=C=NC2CCCCC2)CCCCC1.[CH3:16][N:17]1[C:25]2[C:20](=[CH:21][CH:22]=[CH:23][CH:24]=2)[C:19]([CH2:26][CH2:27][C:28]([OH:30])=O)=[CH:18]1.[CH3:31][CH:32]1[NH:36][CH2:35][C:34]2([CH2:41][CH2:40][N:39]([CH3:42])[CH2:38][CH2:37]2)[S:33]1, predict the reaction product. The product is: [CH3:31][CH:32]1[N:36]([C:28](=[O:30])[CH2:27][CH2:26][C:19]2[C:20]3[C:25](=[CH:24][CH:23]=[CH:22][CH:21]=3)[N:17]([CH3:16])[CH:18]=2)[CH2:35][C:34]2([CH2:41][CH2:40][N:39]([CH3:42])[CH2:38][CH2:37]2)[S:33]1. (4) Given the reactants [C:1]([O:5][C:6](=[O:19])[NH:7][C:8]1[CH:13]=[C:12]([N:14]([CH3:16])[CH3:15])[C:11]([Cl:17])=[CH:10][C:9]=1[NH2:18])([CH3:4])([CH3:3])[CH3:2].C([O:24][C:25](=O)[CH2:26][C:27](=[O:39])[C:28]1[CH:33]=[CH:32][CH:31]=[C:30]([N:34]2[CH:38]=[N:37][CH:36]=[N:35]2)[CH:29]=1)(C)(C)C, predict the reaction product. The product is: [C:1]([O:5][C:6](=[O:19])[NH:7][C:8]1[CH:13]=[C:12]([N:14]([CH3:16])[CH3:15])[C:11]([Cl:17])=[CH:10][C:9]=1[NH:18][C:25](=[O:24])[CH2:26][C:27](=[O:39])[C:28]1[CH:33]=[CH:32][CH:31]=[C:30]([N:34]2[CH:38]=[N:37][CH:36]=[N:35]2)[CH:29]=1)([CH3:4])([CH3:2])[CH3:3]. (5) Given the reactants [Cl:1][C:2]1[CH:3]=[CH:4][C:5]2[N:11]3[C:12]([C:15]([Cl:18])([F:17])[F:16])=[N:13][N:14]=[C:10]3[C@H:9]([CH2:19][C:20]([NH:22][C@@H:23]([CH2:31][CH:32]([CH3:34])[CH3:33])[C:24]([O:26]C(C)(C)C)=[O:25])=[O:21])[O:8][C@@H:7]([C:35]3[CH:40]=[CH:39][CH:38]=[C:37]([O:41][CH3:42])[C:36]=3[O:43][CH3:44])[C:6]=2[CH:45]=1.FC(F)(F)C(O)=O, predict the reaction product. The product is: [Cl:1][C:2]1[CH:3]=[CH:4][C:5]2[N:11]3[C:12]([C:15]([Cl:18])([F:17])[F:16])=[N:13][N:14]=[C:10]3[C@H:9]([CH2:19][C:20]([NH:22][C@@H:23]([CH2:31][CH:32]([CH3:34])[CH3:33])[C:24]([OH:26])=[O:25])=[O:21])[O:8][C@@H:7]([C:35]3[CH:40]=[CH:39][CH:38]=[C:37]([O:41][CH3:42])[C:36]=3[O:43][CH3:44])[C:6]=2[CH:45]=1. (6) Given the reactants Br[C:2]1[CH:7]=[CH:6][N:5]=[CH:4][CH:3]=1.[N:8]1([C:14]([O:16][C:17]([CH3:20])([CH3:19])[CH3:18])=[O:15])[CH2:13][CH2:12][NH:11][CH2:10][CH2:9]1.CC([O-])(C)C.[Na+].C1C=CC(P(C2C(C3C(P(C4C=CC=CC=4)C4C=CC=CC=4)=CC=C4C=3C=CC=C4)=C3C(C=CC=C3)=CC=2)C2C=CC=CC=2)=CC=1, predict the reaction product. The product is: [N:5]1[CH:6]=[CH:7][C:2]([N:11]2[CH2:10][CH2:9][N:8]([C:14]([O:16][C:17]([CH3:20])([CH3:19])[CH3:18])=[O:15])[CH2:13][CH2:12]2)=[CH:3][CH:4]=1. (7) Given the reactants [Cl:1][C:2]1[N:7]=[C:6]([C:8]2[CH:9]=[C:10]([CH:13]=[CH:14][CH:15]=2)[CH:11]=O)[CH:5]=[CH:4][N:3]=1.[C:16]([O:20][C:21]([N:23]1[CH2:28][CH2:27][CH:26]([NH2:29])[CH2:25][CH2:24]1)=[O:22])([CH3:19])([CH3:18])[CH3:17].[CH:30](=O)[CH3:31].C(O[BH-](OC(=O)C)OC(=O)C)(=O)C.[Na+], predict the reaction product. The product is: [C:16]([O:20][C:21]([N:23]1[CH2:28][CH2:27][CH:26]([N:29]([CH2:11][C:10]2[CH:13]=[CH:14][CH:15]=[C:8]([C:6]3[CH:5]=[CH:4][N:3]=[C:2]([Cl:1])[N:7]=3)[CH:9]=2)[CH2:30][CH3:31])[CH2:25][CH2:24]1)=[O:22])([CH3:19])([CH3:17])[CH3:18].